Dataset: Forward reaction prediction with 1.9M reactions from USPTO patents (1976-2016). Task: Predict the product of the given reaction. Given the reactants [CH2:1]([N:8]([CH2:20][C:21]1[CH:26]=[CH:25][CH:24]=[CH:23][CH:22]=1)[C:9]1[CH:10]=[CH:11][CH:12]=[C:13]2[C:18]=1[C:17](=[O:19])[NH:16][CH2:15][CH2:14]2)[C:2]1[CH:7]=[CH:6][CH:5]=[CH:4][CH:3]=1.Br[CH2:28][CH2:29][F:30].[H-].[Na+], predict the reaction product. The product is: [CH2:20]([N:8]([CH2:1][C:2]1[CH:3]=[CH:4][CH:5]=[CH:6][CH:7]=1)[C:9]1[CH:10]=[CH:11][CH:12]=[C:13]2[C:18]=1[C:17](=[O:19])[N:16]([CH2:28][CH2:29][F:30])[CH2:15][CH2:14]2)[C:21]1[CH:26]=[CH:25][CH:24]=[CH:23][CH:22]=1.